This data is from Forward reaction prediction with 1.9M reactions from USPTO patents (1976-2016). The task is: Predict the product of the given reaction. (1) Given the reactants [CH3:1][N:2]1[CH:10]([C:11]2[CH:16]=[CH:15][C:14]([O:17][C:18]([F:21])([F:20])[F:19])=[CH:13][CH:12]=2)[CH:9]2[C:4]([C:5]3[CH:25]=[CH:24][C:23]([CH:26]=O)=[CH:22][C:6]=3[CH2:7][CH2:8]2)=[N:3]1.[NH2:28][NH:29][C:30]([NH:32][C:33]1[C:38]([CH3:39])=[CH:37][CH:36]=[CH:35][C:34]=1[CH3:40])=[S:31], predict the reaction product. The product is: [CH3:39][C:38]1[CH:37]=[CH:36][CH:35]=[C:34]([CH3:40])[C:33]=1[NH:32][C:30]([NH:29]/[N:28]=[CH:26]/[C:23]1[CH:24]=[CH:25][C:5]2[C:4]3[CH:9]([CH:10]([C:11]4[CH:16]=[CH:15][C:14]([O:17][C:18]([F:21])([F:19])[F:20])=[CH:13][CH:12]=4)[N:2]([CH3:1])[N:3]=3)[CH2:8][CH2:7][C:6]=2[CH:22]=1)=[S:31]. (2) Given the reactants [CH3:1][O:2][C:3]1[CH:12]=[CH:11][CH:10]=[C:9]2[C:4]=1[CH:5]([C:15]1[CH:20]=[CH:19][CH:18]=[CH:17][CH:16]=1)[N:6]([CH3:14])[C:7](=[O:13])[NH:8]2.C1C(=O)N([Br:28])C(=O)C1, predict the reaction product. The product is: [Br:28][C:12]1[C:3]([O:2][CH3:1])=[C:4]2[C:9](=[CH:10][CH:11]=1)[NH:8][C:7](=[O:13])[N:6]([CH3:14])[CH:5]2[C:15]1[CH:20]=[CH:19][CH:18]=[CH:17][CH:16]=1.